From a dataset of Reaction yield outcomes from USPTO patents with 853,638 reactions. Predict the reaction yield, written as a fraction of the theoretical maximum amount of product (1.0 means a 100% yield; for example, 0.34 means a 34% yield). (1) No catalyst specified. The product is [F:51][C:45]1[C:46]([F:50])=[CH:47][CH:48]=[CH:49][C:44]=1[NH:43][C:41](=[O:42])[CH2:40][C:38]1[NH:37][N:36]=[C:35]([NH:34][C:28]2[C:27]3[C:32](=[CH:33][C:24]([O:23][CH2:22][CH2:21][CH2:20][NH:19][C:16]([CH3:17])([CH3:18])[CH2:15][CH2:14][OH:13])=[CH:25][CH:26]=3)[N:31]=[CH:30][N:29]=2)[CH:39]=1. The yield is 0.390. The reactants are P([O:13][CH2:14][CH2:15][C:16]([NH:19][CH2:20][CH2:21][CH2:22][O:23][C:24]1[CH:33]=[C:32]2[C:27]([C:28]([NH:34][C:35]3[CH:39]=[C:38]([CH2:40][C:41]([NH:43][C:44]4[CH:49]=[CH:48][CH:47]=[C:46]([F:50])[C:45]=4[F:51])=[O:42])[NH:37][N:36]=3)=[N:29][CH:30]=[N:31]2)=[CH:26][CH:25]=1)([CH3:18])[CH3:17])(OC(C)(C)C)(OC(C)(C)C)=O.NC(C)(C)CCO. (2) The reactants are C[O:2][C:3](=O)[C:4]1[CH:26]=[CH:25][C:7]([C:8]([NH:10][C:11]2[CH:20]=[CH:19][C:18]3[C:17]([CH3:22])([CH3:21])[CH2:16][CH2:15][C:14]([CH3:24])([CH3:23])[C:13]=3[CH:12]=2)=[O:9])=[CH:6][CH:5]=1.[NH2:28][OH:29]. The catalyst is CO. The product is [CH3:21][C:17]1([CH3:22])[C:18]2[C:13](=[CH:12][C:11]([NH:10][C:8](=[O:9])[C:7]3[CH:6]=[CH:5][C:4]([C:3]([NH:28][OH:29])=[O:2])=[CH:26][CH:25]=3)=[CH:20][CH:19]=2)[C:14]([CH3:24])([CH3:23])[CH2:15][CH2:16]1. The yield is 0.250. (3) The reactants are [CH2:1]([O:8][C:9]1[C:14](=[O:15])[CH:13]=[CH:12]O[C:10]=1[CH3:16])[C:2]1[CH:7]=[CH:6][CH:5]=[CH:4][CH:3]=1.[NH3:17].[OH-].[Na+].[Cl-].[NH4+]. The catalyst is C(O)C.C(Cl)(Cl)Cl. The product is [CH2:1]([O:8][C:9]1[C:14](=[O:15])[CH:13]=[CH:12][NH:17][C:10]=1[CH3:16])[C:2]1[CH:7]=[CH:6][CH:5]=[CH:4][CH:3]=1. The yield is 0.430. (4) The reactants are Br[C:2]1[N:7]=[C:6]([Cl:8])[C:5]([NH:9][C:10](=[O:13])[CH2:11][CH3:12])=[C:4]([CH3:14])[CH:3]=1.[CH3:15][C:16]([CH3:20])=[CH:17][Mg]Br. The catalyst is C1COCC1.C1(PC([Ni]Cl)CCPC2C=CC=CC=2)C=CC=CC=1. The product is [Cl:8][C:6]1[C:5]([NH:9][C:10](=[O:13])[CH2:11][CH3:12])=[C:4]([CH3:14])[CH:3]=[C:2]([CH:15]=[C:16]([CH3:20])[CH3:17])[N:7]=1. The yield is 0.330. (5) The reactants are [N+:1]([C:4]1[CH:9]=[CH:8][CH:7]=[CH:6][C:5]=1[CH2:10][S:11]([O-:14])(=[O:13])=[O:12])([O-])=O.[Na+:15]. The catalyst is CO. The product is [NH2:1][C:4]1[CH:9]=[CH:8][CH:7]=[CH:6][C:5]=1[CH2:10][S:11]([O-:14])(=[O:12])=[O:13].[Na+:15]. The yield is 0.760. (6) The reactants are [CH2:1]([N:3]1[C:8]2[N:9]=[C:10]([S:13][CH3:14])[N:11]=[CH:12][C:7]=2[CH:6]=[C:5]([C:15]2[CH:20]=[CH:19][CH:18]=[CH:17][CH:16]=2)[C:4]1=[O:21])[CH3:2].ClC1C=CC=C(C(OO)=[O:30])C=1. The catalyst is ClCCl. The product is [CH2:1]([N:3]1[C:8]2[N:9]=[C:10]([S:13]([CH3:14])=[O:30])[N:11]=[CH:12][C:7]=2[CH:6]=[C:5]([C:15]2[CH:16]=[CH:17][CH:18]=[CH:19][CH:20]=2)[C:4]1=[O:21])[CH3:2]. The yield is 0.880. (7) The catalyst is C1(C)C=CC=CC=1. The product is [Br:11][C:5]1[CH:6]=[CH:7][C:8]([F:10])=[CH:9][C:4]=1[N:1]1[CH:17]=[C:16]([Si:13]([CH3:15])([CH3:14])[CH3:12])[N:3]=[N:2]1. The yield is 0.950. The reactants are [N:1]([C:4]1[CH:9]=[C:8]([F:10])[CH:7]=[CH:6][C:5]=1[Br:11])=[N+:2]=[N-:3].[CH3:12][Si:13]([C:16]#[CH:17])([CH3:15])[CH3:14]. (8) The reactants are [CH3:1][O:2][C:3](=[O:13])[C:4]1[CH:9]=[C:8]([CH2:10][OH:11])[CH:7]=[C:6]([F:12])[CH:5]=1.[CH3:14][S:15](Cl)(=[O:17])=[O:16].C(N(CC)CC)C. The catalyst is C(Cl)Cl. The product is [CH3:1][O:2][C:3](=[O:13])[C:4]1[CH:9]=[C:8]([CH2:10][O:11][S:15]([CH3:14])(=[O:17])=[O:16])[CH:7]=[C:6]([F:12])[CH:5]=1. The yield is 0.970.